This data is from Forward reaction prediction with 1.9M reactions from USPTO patents (1976-2016). The task is: Predict the product of the given reaction. (1) Given the reactants [Cl:1][C:2]1[C:7]2[C:8](I)=[CH:9][N:10]([CH2:11][O:12][CH2:13][CH2:14][Si:15]([CH3:18])([CH3:17])[CH3:16])[C:6]=2[CH:5]=[CH:4][N:3]=1.[Cu][C:21]#[N:22].C1(C2C3C(=CC=CC=3)C=CC=2P(C2C=CC=CC=2)C2C=CC=CC=2)C2C(=CC=CC=2)C=CC=1P(C1C=CC=CC=1)C1C=CC=CC=1, predict the reaction product. The product is: [Cl:1][C:2]1[C:7]2[C:8]([C:21]#[N:22])=[CH:9][N:10]([CH2:11][O:12][CH2:13][CH2:14][Si:15]([CH3:18])([CH3:17])[CH3:16])[C:6]=2[CH:5]=[CH:4][N:3]=1. (2) Given the reactants [OH-].[Na+].[Cl:3][C:4]1[CH:5]=[C:6]([OH:11])[CH:7]=[C:8]([Cl:10])[CH:9]=1.[Br:12][CH2:13][CH2:14]Br, predict the reaction product. The product is: [Br:12][CH2:13][CH2:14][O:11][C:6]1[CH:5]=[C:4]([Cl:3])[CH:9]=[C:8]([Cl:10])[CH:7]=1. (3) Given the reactants [CH2:1]([O:3][C:4](=[O:24])[CH:5]([N:7]1[C:15]2[C:10](=[CH:11][C:12]([O:16]CC3C=CC=CC=3)=[CH:13][CH:14]=2)[CH:9]=[CH:8]1)[CH3:6])[CH3:2].[H][H], predict the reaction product. The product is: [CH2:1]([O:3][C:4](=[O:24])[CH:5]([N:7]1[C:15]2[C:10](=[CH:11][C:12]([OH:16])=[CH:13][CH:14]=2)[CH:9]=[CH:8]1)[CH3:6])[CH3:2]. (4) Given the reactants [C:1]([O:5][C:6]([NH:8][CH2:9][C:10]([CH:17]1[CH2:22][CH2:21][CH2:20][CH2:19][CH2:18]1)([CH3:16])[C:11]([O:13][CH2:14][CH3:15])=[O:12])=[O:7])([CH3:4])([CH3:3])[CH3:2].[CH3:23]I.[H-].[Na+], predict the reaction product. The product is: [C:1]([O:5][C:6]([N:8]([CH3:23])[CH2:9][C:10]([CH:17]1[CH2:18][CH2:19][CH2:20][CH2:21][CH2:22]1)([CH3:16])[C:11]([O:13][CH2:14][CH3:15])=[O:12])=[O:7])([CH3:2])([CH3:3])[CH3:4]. (5) Given the reactants [C:1]([CH2:3][CH2:4][S:5][C:6]1[CH:11]=[C:10]([NH2:12])[C:9]([S:13][CH2:14][CH2:15][C:16]#[N:17])=[CH:8][C:7]=1[NH:18][C:19](=[O:29])[C:20]1[CH:25]=[CH:24][C:23]([N+:26]([O-:28])=[O:27])=[CH:22][CH:21]=1)#[N:2].[OH:30][C:31]1[CH:39]=[CH:38][C:34]([C:35](O)=[O:36])=[CH:33][CH:32]=1, predict the reaction product. The product is: [C:16]([CH2:15][CH2:14][S:13][C:9]1[CH:8]=[C:7]([NH:18][C:19](=[O:29])[C:20]2[CH:21]=[CH:22][C:23]([N+:26]([O-:28])=[O:27])=[CH:24][CH:25]=2)[C:6]([S:5][CH2:4][CH2:3][C:1]#[N:2])=[CH:11][C:10]=1[NH:12][C:35](=[O:36])[C:34]1[CH:38]=[CH:39][C:31]([OH:30])=[CH:32][CH:33]=1)#[N:17].